This data is from Forward reaction prediction with 1.9M reactions from USPTO patents (1976-2016). The task is: Predict the product of the given reaction. (1) Given the reactants [F:1][C:2]([F:14])([S:10]([O-:13])(=[O:12])=[O:11])[CH2:3][O:4][C:5](=[O:9])[C:6]([CH3:8])=[CH2:7].C([NH+](CC)CC)C.[Br-].[C:23]1([C:29]2[C:37]3[C:36]4[CH:38]=[CH:39][CH:40]=[CH:41][C:35]=4[SH+:34][C:33]=3[CH:32]=[CH:31][CH:30]=2)[CH:28]=[CH:27][CH:26]=[CH:25][CH:24]=1, predict the reaction product. The product is: [F:14][C:2]([F:1])([S:10]([O-:13])(=[O:12])=[O:11])[CH2:3][O:4][C:5](=[O:9])[C:6]([CH3:8])=[CH2:7].[C:23]1([C:29]2[C:37]3[C:36]4[CH:38]=[CH:39][CH:40]=[CH:41][C:35]=4[SH+:34][C:33]=3[CH:32]=[CH:31][CH:30]=2)[CH:24]=[CH:25][CH:26]=[CH:27][CH:28]=1. (2) Given the reactants [O:1]1[CH2:6][CH2:5][N:4]([CH2:7][C:8]([OH:10])=O)[CH2:3][CH2:2]1.C1CN([P+](ON2N=NC3C=CC=CC2=3)(N2CCCC2)N2CCCC2)CC1.F[P-](F)(F)(F)(F)F.CC(N(C)C)=O.[NH2:50][C:51]1[CH:52]=[C:53]([C:57]2[N:66]=[C:65]([NH:67][C:68]3[CH:69]=[C:70]4[C:74](=[CH:75][CH:76]=3)[N:73]([C:77]([O:79][C:80]([CH3:83])([CH3:82])[CH3:81])=[O:78])[N:72]=[CH:71]4)[C:64]3[C:59](=[CH:60][CH:61]=[CH:62][CH:63]=3)[N:58]=2)[CH:54]=[CH:55][CH:56]=1, predict the reaction product. The product is: [O:1]1[CH2:2][CH2:3][N:4]([CH2:7][C:8]([NH:50][C:51]2[CH:52]=[C:53]([C:57]3[N:66]=[C:65]([NH:67][C:68]4[CH:69]=[C:70]5[C:74](=[CH:75][CH:76]=4)[N:73]([C:77]([O:79][C:80]([CH3:83])([CH3:82])[CH3:81])=[O:78])[N:72]=[CH:71]5)[C:64]4[C:59](=[CH:60][CH:61]=[CH:62][CH:63]=4)[N:58]=3)[CH:54]=[CH:55][CH:56]=2)=[O:10])[CH2:5][CH2:6]1. (3) Given the reactants [CH3:1][C:2]1[CH:7]=[CH:6][CH:5]=[C:4]([CH3:8])[C:3]=1[C:9]1[C:17]2[O:16][CH:15]([CH2:18][NH2:19])[CH2:14][C:13]=2[CH:12]=[CH:11][CH:10]=1.C(N(C(C)C)CC)(C)C.Cl[C:30]([O:32][CH2:33][C:34]1[CH:39]=[CH:38][CH:37]=[CH:36][CH:35]=1)=[O:31].C(OC(=O)NCC1CC2C=CC=C(C3CCCC3)C=2O1)C1C=CC=CC=1, predict the reaction product. The product is: [CH3:1][C:2]1[CH:7]=[CH:6][CH:5]=[C:4]([CH3:8])[C:3]=1[C:9]1[C:17]2[O:16][CH:15]([CH2:18][NH:19][C:30](=[O:31])[O:32][CH2:33][C:34]3[CH:39]=[CH:38][CH:37]=[CH:36][CH:35]=3)[CH2:14][C:13]=2[CH:12]=[CH:11][CH:10]=1. (4) Given the reactants [NH2:1][C@H:2]([C:8]([OH:10])=[O:9])[CH2:3][CH2:4][CH2:5][CH2:6][NH2:7].[OH-].[Ca+2:12].[OH-], predict the reaction product. The product is: [OH2:9].[NH2:1][C@H:2]([C:8]([O-:10])=[O:9])[CH2:3][CH2:4][CH2:5][CH2:6][NH2:7].[NH2:1][C@H:2]([C:8]([O-:10])=[O:9])[CH2:3][CH2:4][CH2:5][CH2:6][NH2:7].[Ca+2:12]. (5) Given the reactants [F:1][C:2]1[CH:23]=[CH:22][CH:21]=[C:20]([F:24])[C:3]=1[O:4][C:5]1[CH:6]=[N:7][N:8]([CH:12]([CH2:16][CH:17]([CH3:19])[CH3:18])[C:13]([OH:15])=O)[C:9](=[O:11])[CH:10]=1.[CH3:25][C:26]1([CH3:38])[O:30][C@H:29]([CH2:31][N:32]2[CH:36]=[CH:35][C:34]([NH2:37])=[N:33]2)[CH2:28][O:27]1, predict the reaction product. The product is: [CH3:25][C:26]1([CH3:38])[O:30][C@H:29]([CH2:31][N:32]2[CH:36]=[CH:35][C:34]([NH:37][C:13](=[O:15])[CH:12]([N:8]3[C:9](=[O:11])[CH:10]=[C:5]([O:4][C:3]4[C:20]([F:24])=[CH:21][CH:22]=[CH:23][C:2]=4[F:1])[CH:6]=[N:7]3)[CH2:16][CH:17]([CH3:19])[CH3:18])=[N:33]2)[CH2:28][O:27]1.